Dataset: Peptide-MHC class II binding affinity with 134,281 pairs from IEDB. Task: Regression. Given a peptide amino acid sequence and an MHC pseudo amino acid sequence, predict their binding affinity value. This is MHC class II binding data. (1) The MHC is DRB1_1501 with pseudo-sequence DRB1_1501. The binding affinity (normalized) is 0.608. The peptide sequence is NKAGVRIYVDIVLNH. (2) The peptide sequence is KLCPNNLCCSQWGWC. The MHC is HLA-DQA10301-DQB10302 with pseudo-sequence HLA-DQA10301-DQB10302. The binding affinity (normalized) is 0. (3) The peptide sequence is AHCIGITDRDFIEGV. The MHC is DRB1_0101 with pseudo-sequence DRB1_0101. The binding affinity (normalized) is 0.202. (4) The peptide sequence is TDDNEEPIAPYHFDL. The MHC is HLA-DPA10103-DPB10301 with pseudo-sequence HLA-DPA10103-DPB10301. The binding affinity (normalized) is 0. (5) The peptide sequence is GELQLVDKIDAAFKI. The MHC is DRB1_1201 with pseudo-sequence DRB1_1201. The binding affinity (normalized) is 0.538. (6) The peptide sequence is IEVALRTLLLLMLTN. The MHC is DRB1_0101 with pseudo-sequence DRB1_0101. The binding affinity (normalized) is 0.348. (7) The peptide sequence is AVAAAASVPAADKFK. The MHC is HLA-DQA10101-DQB10501 with pseudo-sequence HLA-DQA10101-DQB10501. The binding affinity (normalized) is 0.0606.